Dataset: Full USPTO retrosynthesis dataset with 1.9M reactions from patents (1976-2016). Task: Predict the reactants needed to synthesize the given product. (1) The reactants are: [CH3:1][C:2]1([CH3:14])[C:6]([CH3:8])([CH3:7])[O:5][B:4]([C:9]2[CH:10]=[N:11][NH:12][CH:13]=2)[O:3]1.C(=O)([O-])[O-].[K+].[K+].Cl[CH2:22][C:23]1[CH:28]=[CH:27][C:26]([O:29][CH3:30])=[CH:25][CH:24]=1. Given the product [CH3:30][O:29][C:26]1[CH:27]=[CH:28][C:23]([CH2:22][N:12]2[CH:13]=[C:9]([B:4]3[O:5][C:6]([CH3:7])([CH3:8])[C:2]([CH3:14])([CH3:1])[O:3]3)[CH:10]=[N:11]2)=[CH:24][CH:25]=1, predict the reactants needed to synthesize it. (2) Given the product [C:1]([O:5][C:6]([N:8]1[CH2:13][CH2:12][N:11]([C:14]2[N:15]([C:25]3[CH:30]=[CH:29][C:28]([C:37]4[CH:38]=[CH:39][C:34]([C:32]#[N:33])=[CH:35][CH:36]=4)=[CH:27][CH:26]=3)[C:16]3[C:21]([C:22]=2[CH:23]=[O:24])=[CH:20][CH:19]=[CH:18][CH:17]=3)[CH2:10][CH2:9]1)=[O:7])([CH3:4])([CH3:3])[CH3:2], predict the reactants needed to synthesize it. The reactants are: [C:1]([O:5][C:6]([N:8]1[CH2:13][CH2:12][N:11]([C:14]2[N:15]([C:25]3[CH:30]=[CH:29][C:28](I)=[CH:27][CH:26]=3)[C:16]3[C:21]([C:22]=2[CH:23]=[O:24])=[CH:20][CH:19]=[CH:18][CH:17]=3)[CH2:10][CH2:9]1)=[O:7])([CH3:4])([CH3:3])[CH3:2].[C:32]([C:34]1[CH:39]=[CH:38][C:37](B(O)O)=[CH:36][CH:35]=1)#[N:33].